From a dataset of Forward reaction prediction with 1.9M reactions from USPTO patents (1976-2016). Predict the product of the given reaction. (1) The product is: [CH2:21]([C:6]1[C:7]([CH3:8])=[C:2]([Cl:1])[CH:3]=[C:4]([CH:10]([CH3:12])[CH3:11])[C:5]=1[OH:9])[CH:20]=[CH2:19]. Given the reactants [Cl:1][C:2]1[C:7]([CH3:8])=[CH:6][C:5]([OH:9])=[C:4]([CH:10]([CH3:12])[CH3:11])[CH:3]=1.C(=O)([O-])[O-].[K+].[K+].[CH2:19](Br)[CH:20]=[CH2:21].C(OCC=C)C=C.C(C1C(C(F)(F)F)=CC=C(Cl)C=1O)C=C, predict the reaction product. (2) Given the reactants [F:1][C:2]1[CH:7]=[C:6]([C:8]([OH:10])=O)[CH:5]=[CH:4][N:3]=1.C(N1C=CN=C1)(N1C=CN=C1)=O.[Mg+].[C:24]([O:30][CH2:31][CH3:32])(=[O:29])[CH2:25]C([O-])=O.Cl, predict the reaction product. The product is: [F:1][C:2]1[CH:7]=[C:6]([C:8](=[O:10])[CH2:25][C:24]([O:30][CH2:31][CH3:32])=[O:29])[CH:5]=[CH:4][N:3]=1. (3) The product is: [Cl:1][C:2]1[C:19]([F:20])=[CH:18][CH:17]=[C:16]([F:21])[C:3]=1[CH2:4][N:5]1[CH2:10][CH2:9][NH:8][C:7]2[N:11]=[CH:12][C:13]([C:27]3[C:23]([CH3:22])=[N:24][O:25][C:26]=3[CH3:31])=[CH:14][C:6]1=2. Given the reactants [Cl:1][C:2]1[C:19]([F:20])=[CH:18][CH:17]=[C:16]([F:21])[C:3]=1[CH2:4][N:5]1[CH2:10][CH2:9][NH:8][C:7]2[N:11]=[CH:12][C:13](I)=[CH:14][C:6]1=2.[CH3:22][C:23]1[C:27](B(O)O)=[C:26]([CH3:31])[O:25][N:24]=1, predict the reaction product.